Dataset: Forward reaction prediction with 1.9M reactions from USPTO patents (1976-2016). Task: Predict the product of the given reaction. (1) Given the reactants [C:1]([OH:9])(=[O:8])[C@@H:2]([CH2:4][C:5]([OH:7])=[O:6])[OH:3].[CH3:10][C:11]1[CH:12]=[CH:13][S:14][C:15]=1[C:16]([C:29]1[S:33][CH:32]=[CH:31][C:30]=1[CH3:34])=[CH:17][CH2:18][CH2:19][N:20]1[CH2:25][C@H:24]([C:26]([OH:28])=[O:27])[CH2:23][CH2:22][CH2:21]1, predict the reaction product. The product is: [CH3:34][C:30]1[CH:31]=[CH:32][S:33][C:29]=1[C:16]([C:15]1[S:14][CH:13]=[CH:12][C:11]=1[CH3:10])=[CH:17][CH2:18][CH2:19][N:20]1[CH2:25][C@H:24]([C:26]([OH:28])=[O:27])[CH2:23][CH2:22][CH2:21]1.[C:1]([O-:9])(=[O:8])[C@@H:2]([CH2:4][C:5]([O-:7])=[O:6])[OH:3]. (2) Given the reactants Br[C:2]1[N:3]=[CH:4][N:5]([CH3:7])[CH:6]=1.CN(C)CC(O)=O.C(=O)([O-])[O-].[K+].[K+].[NH:21]1[CH:25]=[C:24]([CH:26]=[O:27])[CH:23]=[N:22]1, predict the reaction product. The product is: [CH3:7][N:5]1[CH:6]=[C:2]([N:21]2[CH:25]=[C:24]([CH:26]=[O:27])[CH:23]=[N:22]2)[N:3]=[CH:4]1. (3) Given the reactants Cl[C:2]1[N:7]=[N:6][CH:5]=[C:4]([N:8]2[CH:12]=[CH:11][C:10]([N:13]3[CH2:18][CH2:17][O:16][C@H:15]([C@:19]([OH:28])([CH3:27])[C:20]([O:22][C:23]([CH3:26])([CH3:25])[CH3:24])=[O:21])[C:14]3=[O:29])=[N:9]2)[CH:3]=1.[CH3:30][N:31](C=O)C, predict the reaction product. The product is: [C:30]([C:2]1[N:7]=[N:6][CH:5]=[C:4]([N:8]2[CH:12]=[CH:11][C:10]([N:13]3[CH2:18][CH2:17][O:16][C@H:15]([C@:19]([OH:28])([CH3:27])[C:20]([O:22][C:23]([CH3:26])([CH3:25])[CH3:24])=[O:21])[C:14]3=[O:29])=[N:9]2)[CH:3]=1)#[N:31]. (4) The product is: [F:25][C:24]1[CH:23]=[C:22]([C:2]2[CH:7]=[C:6]([N:8]3[CH2:13][CH2:12][O:11][CH2:10][C@H:9]3[CH3:14])[N:5]=[C:4]([NH:15][CH3:16])[N:3]=2)[CH:21]=[C:20]([F:29])[C:19]=1[C:17]#[N:18]. Given the reactants Cl[C:2]1[CH:7]=[C:6]([N:8]2[CH2:13][CH2:12][O:11][CH2:10][C@H:9]2[CH3:14])[N:5]=[C:4]([NH:15][CH3:16])[N:3]=1.[C:17]([C:19]1[C:24]([F:25])=[CH:23][C:22](B(O)O)=[CH:21][C:20]=1[F:29])#[N:18].C(Cl)Cl.C([O-])([O-])=O.[K+].[K+], predict the reaction product. (5) Given the reactants [NH2:1][CH2:2][C@@H:3]1[C@H:8]([CH3:9])[CH2:7][CH2:6][CH2:5][N:4]1[C:10]([C:12]1[CH:17]=[C:16]([CH3:18])[CH:15]=[CH:14][C:13]=1[N:19]1[N:23]=[C:22]([CH3:24])[CH:21]=[N:20]1)=[O:11].Br[C:26]1[CH:31]=[CH:30][C:29]([Cl:32])=[CH:28][N:27]=1, predict the reaction product. The product is: [Cl:32][C:29]1[CH:30]=[CH:31][C:26]([NH:1][CH2:2][C@@H:3]2[C@H:8]([CH3:9])[CH2:7][CH2:6][CH2:5][N:4]2[C:10]([C:12]2[CH:17]=[C:16]([CH3:18])[CH:15]=[CH:14][C:13]=2[N:19]2[N:23]=[C:22]([CH3:24])[CH:21]=[N:20]2)=[O:11])=[N:27][CH:28]=1. (6) Given the reactants [Na+].O[CH2:3][CH2:4][N:5](C(C)C)[C:6]([C:8]1[N:9]=[C:10]([N:13]2[CH2:16][CH:15]([S:17][C:18]3[C@H:19]([CH3:32])[C@@H:20]4[C@@H:27]([C@H:28]([OH:30])[CH3:29])[C:26](=[O:31])[N:21]4[C:22]=3[C:23]([O-:25])=[O:24])[CH2:14]2)[S:11][CH:12]=1)=O.[C:36](O)(=O)[CH3:37].NN.C1(P(OC2[C@H](C)[C@H]3[C@@H]([C@H](O)C)C(=O)N3C=2C(O[CH2:65][C:66]2[CH:71]=[CH:70][C:69]([N+:72]([O-:74])=[O:73])=[CH:68][CH:67]=2)=O)(C2C=CC=CC=2)=O)C=CC=CC=1.[CH:82](N(C(C)C)CC)([CH3:84])[CH3:83].C(=O)([O-])[OH:92].[Na+], predict the reaction product. The product is: [C:4]([NH:5][CH2:6][C:8]1[N:9]=[C:10]([N:13]2[CH2:16][CH:15]([S:17][C:18]3[C@H:19]([CH3:32])[C@@H:20]4[C@@H:27]([C@H:28]([OH:30])[CH3:29])[C:26](=[O:31])[N:21]4[C:22]=3[C:23]([O:25][CH2:65][C:66]3[CH:67]=[CH:68][C:69]([N+:72]([O-:74])=[O:73])=[CH:70][CH:71]=3)=[O:24])[CH2:14]2)[S:11][CH:12]=1)(=[O:92])[C:3]1[CH:37]=[CH:36][CH:84]=[CH:82][CH:83]=1. (7) The product is: [Cl:1][C:2]1[CH:7]=[CH:6][C:5]([C:8]2[C:14]3[CH:15]=[CH:19][CH:30]=[CH:31][C:13]=3[N:12]3[C:20]([CH3:23])=[N:21][N:22]=[C:11]3[C:10]3([CH2:24][CH2:25]3)[N:9]=2)=[CH:4][CH:3]=1. Given the reactants [Cl:1][C:2]1[CH:7]=[CH:6][C:5]([C:8]2[C:14]3[C:15]([CH3:19])=C(C)S[C:13]=3[N:12]3[C:20]([CH3:23])=[N:21][N:22]=[C:11]3[C@@:10]3([CH2:25][C@H:24]3COC)[N:9]=2)=[CH:4][CH:3]=1.Cl[C:30]1C=CC(C2C3C=CC=CC=3NC(=O)C3(N=2)CC3)=C[CH:31]=1, predict the reaction product. (8) The product is: [NH:1]1[C:9]2[C:4](=[C:5]([CH2:10][OH:11])[CH:6]=[CH:7][CH:8]=2)[CH:3]=[CH:2]1. Given the reactants [NH:1]1[C:9]2[CH:8]=[CH:7][CH:6]=[C:5]([CH:10]=[O:11])[C:4]=2[CH:3]=[CH:2]1.[BH4-].[Na+].O, predict the reaction product.